Dataset: Reaction yield outcomes from USPTO patents with 853,638 reactions. Task: Predict the reaction yield, written as a fraction of the theoretical maximum amount of product (1.0 means a 100% yield; for example, 0.34 means a 34% yield). (1) The reactants are [NH2:1][C:2]1[N:7]=[CH:6][N:5]=[C:4]([NH:8][C@H:9]([C:11]2[N:16]([C:17]3[CH:22]=[CH:21][CH:20]=[CH:19][CH:18]=3)[C:15](=[O:23])[C:14]3=[C:24]([CH3:27])[CH:25]=[CH:26][N:13]3[N:12]=2)[CH3:10])[C:3]=1Br.[CH2:29]([O:31][C:32]1[C:37]([NH:38][S:39]([C:42]2[CH:47]=[CH:46][C:45]([OH:48])=[C:44]([CH3:49])[CH:43]=2)(=[O:41])=[O:40])=[CH:36][C:35](B2OC(C)(C)C(C)(C)O2)=[CH:34][N:33]=1)[CH3:30].C(=O)([O-])[O-].[Cs+].[Cs+]. No catalyst specified. The product is [NH2:1][C:2]1[C:3]([C:35]2[CH:36]=[C:37]([NH:38][S:39]([C:42]3[CH:47]=[CH:46][C:45]([OH:48])=[C:44]([CH3:49])[CH:43]=3)(=[O:41])=[O:40])[C:32]([O:31][CH2:29][CH3:30])=[N:33][CH:34]=2)=[C:4]([NH:8][C@H:9]([C:11]2[N:16]([C:17]3[CH:22]=[CH:21][CH:20]=[CH:19][CH:18]=3)[C:15](=[O:23])[C:14]3=[C:24]([CH3:27])[CH:25]=[CH:26][N:13]3[N:12]=2)[CH3:10])[N:5]=[CH:6][N:7]=1. The yield is 0.270. (2) The reactants are O.NN.[C:4]([NH:7][C:8]1[C:12]([N+:13]([O-])=O)=[CH:11][N:10]([CH2:16][C:17]([NH:19][C:20]2[CH:25]=[CH:24][CH:23]=[C:22]([F:26])[CH:21]=2)=[O:18])[N:9]=1)(=[O:6])[CH3:5].C(OCC)C. The catalyst is CC(N(C)C)=O.CO.[Pd]. The product is [C:4]([NH:7][C:8]1[C:12]([NH2:13])=[CH:11][N:10]([CH2:16][C:17]([NH:19][C:20]2[CH:25]=[CH:24][CH:23]=[C:22]([F:26])[CH:21]=2)=[O:18])[N:9]=1)(=[O:6])[CH3:5]. The yield is 0.950. (3) The reactants are C([Si](C)(C)[O:6][C:7]1[CH:12]=[CH:11][C:10]([C:13]#[C:14][CH2:15][CH2:16][N:17]2[CH:21]=[CH:20][N:19]=[N:18]2)=[CH:9][CH:8]=1)(C)(C)C.[F-].C([N+](CCCC)(CCCC)CCCC)CCC. The catalyst is C1COCC1. The product is [N:17]1([CH2:16][CH2:15][C:14]#[C:13][C:10]2[CH:9]=[CH:8][C:7]([OH:6])=[CH:12][CH:11]=2)[CH:21]=[CH:20][N:19]=[N:18]1. The yield is 0.940.